From a dataset of Catalyst prediction with 721,799 reactions and 888 catalyst types from USPTO. Predict which catalyst facilitates the given reaction. (1) Reactant: [NH2:1][C:2]1[C:3]([C:21]([NH:23][C:24]2[C:29]([N:30]3[CH2:35][CH2:34][C:33]([NH:37]C(=O)OC(C)(C)C)([CH3:36])[CH2:32][CH2:31]3)=[CH:28][CH:27]=[CH:26][N:25]=2)=[O:22])=[N:4][C:5]([C:8]2[C:13]([C:14]([F:17])([F:16])[F:15])=[CH:12][CH:11]=[C:10]([CH:18]3[CH2:20][CH2:19]3)[N:9]=2)=[CH:6][N:7]=1.FC(F)(F)C(O)=O.C(=O)(O)[O-].[Na+]. Product: [NH2:1][C:2]1[C:3]([C:21]([NH:23][C:24]2[C:29]([N:30]3[CH2:35][CH2:34][C:33]([NH2:37])([CH3:36])[CH2:32][CH2:31]3)=[CH:28][CH:27]=[CH:26][N:25]=2)=[O:22])=[N:4][C:5]([C:8]2[C:13]([C:14]([F:16])([F:15])[F:17])=[CH:12][CH:11]=[C:10]([CH:18]3[CH2:20][CH2:19]3)[N:9]=2)=[CH:6][N:7]=1. The catalyst class is: 4. (2) Reactant: Br[CH2:2][C@H:3]([CH3:6])[CH2:4][OH:5].[Cl:7][C:8]1[CH:9]=[C:10]2[C:16]([C:17]3[N:22]=[C:21]([NH:23][CH2:24][C@@H:25]4[CH2:30][CH2:29][CH2:28][NH:27][CH2:26]4)[C:20]([F:31])=[CH:19][N:18]=3)=[CH:15][NH:14][C:11]2=[N:12][CH:13]=1.C([O-])([O-])=O.[K+].[K+]. Product: [Cl:7][C:8]1[CH:9]=[C:10]2[C:16]([C:17]3[N:22]=[C:21]([NH:23][CH2:24][C@@H:25]4[CH2:30][CH2:29][CH2:28][N:27]([CH2:2][C@H:3]([CH3:6])[CH2:4][OH:5])[CH2:26]4)[C:20]([F:31])=[CH:19][N:18]=3)=[CH:15][NH:14][C:11]2=[N:12][CH:13]=1. The catalyst class is: 23.